Dataset: Antibody paratope prediction from SAbDab with 1,023 antibody chains. Task: Token-level Classification. Given an antibody amino acid sequence, predict which amino acid positions are active in antigen binding. Output is a list of indices for active paratope positions. (1) Given the antibody sequence: QVQLQQSGAELARPGASVKMSCKASGYTFTRYTMHWVQQRPGQGLEWIGYINPSSDYTKYNQKFKDKATMTADKSSSTAYMQLSSLTSEDSAVYYCARKEDVGYWYFDFWGTGTTVTVSS, which amino acid positions are active in antigen binding (paratope)? The paratope positions are: [52, 83, 84, 85, 104, 105, 106]. (2) Given the antibody sequence: EVQLVQSGAEVKKPGQSLKISCKASGYSLTDNWIGWVRQKPGKGLEWMGIIYPGDSDTRYSPSFQGQVTISADKSINTAYLQWSSLKASDTAIYYCVGLDWNYNPLRYWGPGTLVTVSS, which amino acid positions are active in antigen binding (paratope)? The paratope positions are: [52, 83, 84, 85, 104, 105]. (3) Given the antibody sequence: QLVLTQSSSASFSLGASAKLTCTLSSQHSTYTIDWYQQQPLKPPKYVMELRRDGSHNTGDGIPDRFSGSSSGADRYLSISNIQPEDEAIYICGVGDTIKEQFVYVFGGGTKVTVL, which amino acid positions are active in antigen binding (paratope)? The paratope positions are: [29, 54, 55, 56, 57, 99, 100, 101, 102]. (4) Given the antibody sequence: DIVMTQTPAIMSAFLGERVTMTCTATSSLSSSYLHWYQQKPGSSPKLWIYTTSNLASGVPSRFSGSGSGTSYSLTISSMEAEDAATYYCHQFHHSPYTFGGGTKLEIK, which amino acid positions are active in antigen binding (paratope)? The paratope positions are: [30]. (5) Given the antibody sequence: EVQLQQSGAELARPGASVKMSCKASGYTFTSYTMHWVKQRPGQGLEWIGYINPSSGYSNYNQKFKDKATLTADKSSSTAYMQLSSLTSEDSAVYYCSRPVVRLGYNFDYWGQGSTLTVSS, which amino acid positions are active in antigen binding (paratope)? The paratope positions are: [52, 83, 84, 85, 104, 105, 106]. (6) Given the antibody sequence: QVRLSQSGGQMKKPGDSMRISCRASGYEFQNCPINWIRLAPGKRPEWMGWMKPRWGAVNYARQLQGRVTMTRDMYSETAFLELRSLTSDDTAVYFCTRGKYCTARDYYNWDFEHWGQGTPVTVSS, which amino acid positions are active in antigen binding (paratope)? The paratope positions are: [52, 83, 84, 85, 104, 105, 106, 107, 108, 109, 110, 111].